Dataset: Kir2.1 potassium channel HTS with 301,493 compounds. Task: Binary Classification. Given a drug SMILES string, predict its activity (active/inactive) in a high-throughput screening assay against a specified biological target. (1) The molecule is O=C1CC(CC=2Nc3n(Cc4ccccc4)c(=O)[nH]c(=O)c3C(C12)c1cc(OC)c(O)cc1)(C)C. The result is 0 (inactive). (2) The result is 0 (inactive). The compound is S(Cc1[nH]c2c(n1)cccc2)c1n(N)c(nn1)c1cc(OC)ccc1.